From a dataset of Forward reaction prediction with 1.9M reactions from USPTO patents (1976-2016). Predict the product of the given reaction. (1) Given the reactants Br[C:2]1[CH:7]=[CH:6][C:5]([C:8]([N:10]2[CH2:28][CH2:27][C:13]3([C:18]4=[CH:19][CH:20]=[CH:21][N:17]4[C:16]4[CH:22]=[CH:23][C:24]([Cl:26])=[CH:25][C:15]=4[O:14]3)[CH2:12][CH2:11]2)=[O:9])=[CH:4][C:3]=1[O:29][CH3:30].C[Si](C)(C)[O:33][CH:34]=[CH2:35], predict the reaction product. The product is: [Cl:26][C:24]1[CH:23]=[CH:22][C:16]2[N:17]3[CH:21]=[CH:20][CH:19]=[C:18]3[C:13]3([CH2:27][CH2:28][N:10]([C:8]([C:5]4[CH:6]=[CH:7][C:2]([CH2:35][CH:34]=[O:33])=[C:3]([O:29][CH3:30])[CH:4]=4)=[O:9])[CH2:11][CH2:12]3)[O:14][C:15]=2[CH:25]=1. (2) Given the reactants Cl[CH2:2][C:3]1[S:4][C:5]([C:8]2[NH:12][N:11]=[CH:10][CH:9]=2)=[N:6][N:7]=1.[N-:13]=[N+:14]=[N-:15].[Na+], predict the reaction product. The product is: [N:13]([CH2:2][C:3]1[S:4][C:5]([C:8]2[NH:12][N:11]=[CH:10][CH:9]=2)=[N:6][N:7]=1)=[N+:14]=[N-:15].